This data is from Forward reaction prediction with 1.9M reactions from USPTO patents (1976-2016). The task is: Predict the product of the given reaction. (1) Given the reactants [C:9](O[C:9]([O:11][C:12]([CH3:15])([CH3:14])[CH3:13])=[O:10])([O:11][C:12]([CH3:15])([CH3:14])[CH3:13])=[O:10].[CH:16]1([CH2:24][NH2:25])[CH2:21][CH2:20][CH:19]([CH2:22][NH2:23])[CH2:18][CH2:17]1, predict the reaction product. The product is: [C:12]([O:11][C:9](=[O:10])[NH:23][CH2:22][CH:19]1[CH2:20][CH2:21][CH:16]([CH2:24][NH:25][C:9]([O:11][C:12]([CH3:15])([CH3:14])[CH3:13])=[O:10])[CH2:17][CH2:18]1)([CH3:13])([CH3:14])[CH3:15]. (2) Given the reactants [O:1]1[CH2:6][CH2:5][CH:4]([C:7]([OH:9])=O)[CH2:3][CH2:2]1.[Br:10][C:11]1[CH:20]=[C:19]2[C:14]([CH2:15][CH2:16][N:17](C=O)[CH2:18]2)=[CH:13][CH:12]=1.[B-](F)(F)(F)F.CN(C(ON1C(=O)C=CC=C1)=[N+](C)C)C.C1C=CC2N(O)N=NC=2C=1.C(N(C(C)C)C(C)C)C.Cl, predict the reaction product. The product is: [Br:10][C:11]1[CH:20]=[C:19]2[C:14]([CH2:15][CH2:16][N:17]([C:7]([CH:4]3[CH2:3][CH2:2][O:1][CH2:6][CH2:5]3)=[O:9])[CH2:18]2)=[CH:13][CH:12]=1. (3) Given the reactants C[O:2][C:3](=[O:34])[CH2:4][CH2:5][CH2:6][CH2:7][CH2:8][NH:9][C:10]1[C:11]2[C:18]([C:19]3[CH:24]=[CH:23][C:22]([O:25][CH3:26])=[CH:21][CH:20]=3)=[C:17]([C:27]3[CH:32]=[CH:31][CH:30]=[CH:29][C:28]=3[CH3:33])[O:16][C:12]=2[N:13]=[CH:14][N:15]=1.[OH-].[Na+].Cl.C(OC)(=O)C, predict the reaction product. The product is: [CH3:26][O:25][C:22]1[CH:23]=[CH:24][C:19]([C:18]2[C:11]3[C:10]([NH:9][CH2:8][CH2:7][CH2:6][CH2:5][CH2:4][C:3]([OH:34])=[O:2])=[N:15][CH:14]=[N:13][C:12]=3[O:16][C:17]=2[C:27]2[CH:32]=[CH:31][CH:30]=[CH:29][C:28]=2[CH3:33])=[CH:20][CH:21]=1. (4) Given the reactants Br[C:2]1[CH:3]=[C:4]([C:10]2[CH:15]=[CH:14][C:13]([Cl:16])=[CH:12][CH:11]=2)[CH:5]=[CH:6][C:7]=1[CH2:8][CH3:9].[CH3:17][C:18]1([CH3:27])[CH:23]2[CH2:24][CH:19]1[C:20](=[O:26])[CH2:21][C:22]2=[O:25].P([O-])([O-])([O-])=O.[K+].[K+].[K+], predict the reaction product. The product is: [Cl:16][C:13]1[CH:14]=[CH:15][C:10]([C:4]2[CH:5]=[CH:6][C:7]([CH2:8][CH3:9])=[C:2]([CH:21]3[C:20](=[O:26])[CH:19]4[CH2:24][CH:23]([C:18]4([CH3:17])[CH3:27])[C:22]3=[O:25])[CH:3]=2)=[CH:11][CH:12]=1.